Dataset: Forward reaction prediction with 1.9M reactions from USPTO patents (1976-2016). Task: Predict the product of the given reaction. (1) The product is: [Cl:1][C:2]1[CH:7]=[CH:6][C:5]([C:8]2[C:12]([CH2:13][O:14][C:15]3[C:20]([F:21])=[CH:19][C:18]([C:39]#[C:38][CH2:37][OH:36])=[CH:17][C:16]=3[F:23])=[C:11]([C:24]([F:27])([F:26])[F:25])[S:10][N:9]=2)=[CH:4][CH:3]=1. Given the reactants [Cl:1][C:2]1[CH:7]=[CH:6][C:5]([C:8]2[C:12]([CH2:13][O:14][C:15]3[C:20]([F:21])=[CH:19][C:18](I)=[CH:17][C:16]=3[F:23])=[C:11]([C:24]([F:27])([F:26])[F:25])[S:10][N:9]=2)=[CH:4][CH:3]=1.C([O-])([O-])=O.[Cs+].[Cs+].C[Si](C)(C)[O:36][CH2:37][C:38]#[CH:39], predict the reaction product. (2) Given the reactants [O:1]=[C:2]1[CH2:7][CH2:6][CH2:5][CH:4]([CH:8](C(OCC)=O)[C:9]([O:11][CH2:12][CH3:13])=[O:10])[CH2:3]1.[Cl-].[Na+].CS(C)=O, predict the reaction product. The product is: [O:1]=[C:2]1[CH2:7][CH2:6][CH2:5][CH:4]([CH2:8][C:9]([O:11][CH2:12][CH3:13])=[O:10])[CH2:3]1. (3) Given the reactants [N:1]([CH2:4][C:5]([O:7][CH2:8][CH3:9])=[O:6])=[N+:2]=[N-:3].[OH:10][C:11]1([C:16]#N)[CH2:15][CH2:14][CH2:13][CH2:12]1.O=[C:19]1O[C@H]([C@H](CO)O)C([O-])=C1O.[Na+], predict the reaction product. The product is: [CH2:8]([O:7][C:5](=[O:6])[CH2:4][N:1]1[CH:19]=[C:16]([C:11]2([OH:10])[CH2:15][CH2:14][CH2:13][CH2:12]2)[N:3]=[N:2]1)[CH3:9]. (4) Given the reactants [CH3:1][NH:2][C:3]1[CH:8]=[CH:7][C:6]([N+:9]([O-])=O)=[CH:5][N:4]=1.[H][H], predict the reaction product. The product is: [CH3:1][NH:2][C:3]1[CH:8]=[CH:7][C:6]([NH2:9])=[CH:5][N:4]=1. (5) Given the reactants [CH:1]([C:4]1[CH:11]=[CH:10][C:7]([CH:8]=O)=[CH:6][CH:5]=1)([CH3:3])[CH3:2].[NH2:12][C:13]1[CH:14]=[CH:15][C:16]([CH3:19])=[N:17][CH:18]=1.C([O:22][C:23](=O)[C:24]([OH:39])=[CH:25][C:26](=[O:38])[C:27]1[CH:32]=[CH:31][C:30]([O:33][C:34]([F:37])([F:36])[F:35])=[CH:29][CH:28]=1)C, predict the reaction product. The product is: [OH:39][C:24]1[C:23](=[O:22])[N:12]([C:13]2[CH:18]=[N:17][C:16]([CH3:19])=[CH:15][CH:14]=2)[CH:8]([C:7]2[CH:10]=[CH:11][C:4]([CH:1]([CH3:3])[CH3:2])=[CH:5][CH:6]=2)[C:25]=1[C:26](=[O:38])[C:27]1[CH:28]=[CH:29][C:30]([O:33][C:34]([F:36])([F:37])[F:35])=[CH:31][CH:32]=1. (6) Given the reactants [C:1]1([CH:7]([C:20]2[CH:25]=[CH:24][CH:23]=[CH:22][CH:21]=2)[CH2:8][CH2:9][NH:10][C:11](=[O:19])[C:12]2[CH:17]=[CH:16][C:15]([OH:18])=[N:14][CH:13]=2)[CH:6]=[CH:5][CH:4]=[CH:3][CH:2]=1.Br[CH2:27][CH2:28][O:29][CH2:30][CH3:31], predict the reaction product. The product is: [C:20]1([CH:7]([C:1]2[CH:2]=[CH:3][CH:4]=[CH:5][CH:6]=2)[CH2:8][CH2:9][NH:10][C:11]([C:12]2[CH:17]=[CH:16][C:15](=[O:18])[N:14]([CH2:27][CH2:28][O:29][CH2:30][CH3:31])[CH:13]=2)=[O:19])[CH:25]=[CH:24][CH:23]=[CH:22][CH:21]=1. (7) Given the reactants [CH2:1]([O:3][C:4]1[CH:13]=[C:12]([OH:14])[C:11]2[C:6](=[C:7](C)[C:8](OC)=[CH:9][CH:10]=2)[N:5]=1)[CH3:2].[Cl:18]C1C=CC=CC=1N, predict the reaction product. The product is: [Cl:18][C:7]1[CH:8]=[CH:9][CH:10]=[C:11]2[C:6]=1[N:5]=[C:4]([O:3][CH2:1][CH3:2])[CH:13]=[C:12]2[OH:14].